Dataset: Full USPTO retrosynthesis dataset with 1.9M reactions from patents (1976-2016). Task: Predict the reactants needed to synthesize the given product. (1) Given the product [N:22]([CH2:6][CH2:7][CH2:8][N:9]1[C:21]2[CH:20]=[CH:19][CH:18]=[CH:17][C:16]=2[C:15]2[C:10]1=[CH:11][CH:12]=[CH:13][CH:14]=2)=[N+:23]=[N-:24], predict the reactants needed to synthesize it. The reactants are: CS(O[CH2:6][CH2:7][CH2:8][N:9]1[C:21]2[CH:20]=[CH:19][CH:18]=[CH:17][C:16]=2[C:15]2[C:10]1=[CH:11][CH:12]=[CH:13][CH:14]=2)(=O)=O.[N-:22]=[N+:23]=[N-:24].[Na+].C1C2N(CCCO)C3C(=CC=CC=3)C=2C=CC=1. (2) Given the product [F:23][C:20]1[CH:21]=[CH:22][C:17]([C:16]2[C:10]3[O:9][C:8]([NH:7][C:5](=[O:6])[C:4]4[CH:26]=[CH:27][N:28]=[C:2]([N:35]5[CH2:40][CH2:39][O:38][CH2:37][CH2:36]5)[CH:3]=4)=[N:12][C:11]=3[C:13]([O:24][CH3:25])=[CH:14][CH:15]=2)=[CH:18][CH:19]=1, predict the reactants needed to synthesize it. The reactants are: Br[C:2]1[CH:3]=[C:4]([CH:26]=[CH:27][N:28]=1)[C:5]([NH:7][C:8]1[O:9][C:10]2[C:16]([C:17]3[CH:22]=[CH:21][C:20]([F:23])=[CH:19][CH:18]=3)=[CH:15][CH:14]=[C:13]([O:24][CH3:25])[C:11]=2[N:12]=1)=[O:6].C(=O)([O-])[O-].[Cs+].[Cs+].[NH:35]1[CH2:40][CH2:39][O:38][CH2:37][CH2:36]1. (3) Given the product [N:1]1[CH:2]=[CH:3][N:4]2[C:9]=1[CH:8]=[CH:7][C:6]([O:10][C:11]1[CH:12]=[C:13]([NH:14][C:34]([NH:33][C:30]3[CH:29]=[CH:28][C:27]([C:26]([F:25])([F:36])[F:37])=[CH:32][CH:31]=3)=[O:35])[CH:15]=[CH:16][CH:17]=1)=[N:5]2, predict the reactants needed to synthesize it. The reactants are: [N:1]1[CH:2]=[CH:3][N:4]2[C:9]=1[CH:8]=[CH:7][C:6]([O:10][C:11]1[CH:12]=[C:13]([CH:15]=[CH:16][CH:17]=1)[NH2:14])=[N:5]2.C(N(CC)CC)C.[F:25][C:26]([F:37])([F:36])[C:27]1[CH:32]=[CH:31][C:30]([N:33]=[C:34]=[O:35])=[CH:29][CH:28]=1.